Dataset: Reaction yield outcomes from USPTO patents with 853,638 reactions. Task: Predict the reaction yield, written as a fraction of the theoretical maximum amount of product (1.0 means a 100% yield; for example, 0.34 means a 34% yield). (1) The yield is 0.290. The product is [NH2:30][C:29]1[S:28][C:27]([C:39]2[CH2:43][CH2:42][CH2:41][CH:40]=2)=[N:26][C:25]=1[C:23]([NH:22][C:17]1[CH:18]=[N:19][N:20]([CH3:21])[C:16]=1[N:13]1[CH2:14][CH2:15][CH:10]([CH2:9][NH2:8])[CH2:11][CH2:12]1)=[O:24]. The reactants are C(OC([NH:8][CH2:9][CH:10]1[CH2:15][CH2:14][N:13]([C:16]2[N:20]([CH3:21])[N:19]=[CH:18][C:17]=2[NH:22][C:23]([C:25]2[N:26]=[C:27](Br)[S:28][C:29]=2[NH:30]C(=O)OC(C)(C)C)=[O:24])[CH2:12][CH2:11]1)=O)CCC.[C:39]1(B(O)O)[CH2:43][CH2:42][CH2:41][CH:40]=1. No catalyst specified. (2) The reactants are [C:1]([O:5][C:6](=[O:30])[CH2:7][O:8][C:9]1[CH:14]=[CH:13][C:12]([C:15]#[N:16])=[CH:11][C:10]=1[C:17]#[C:18][C:19]1[CH:24]=[C:23]([S:25]([CH3:28])(=[O:27])=[O:26])[CH:22]=[CH:21][C:20]=1F)([CH3:4])([CH3:3])[CH3:2].[C:31](OC(=O)COC1C=CC(C#N)=CC=1C#C)(C)([CH3:33])[CH3:32].IC1C=C(S(C)(=O)=O)C=CC=1C(C)C. No catalyst specified. The product is [C:1]([O:5][C:6](=[O:30])[CH2:7][O:8][C:9]1[CH:14]=[CH:13][C:12]([C:15]#[N:16])=[CH:11][C:10]=1[C:17]#[C:18][C:19]1[CH:24]=[C:23]([S:25]([CH3:28])(=[O:27])=[O:26])[CH:22]=[CH:21][C:20]=1[CH:31]([CH3:33])[CH3:32])([CH3:4])([CH3:3])[CH3:2]. The yield is 0.740. (3) The reactants are C([N:8]([C@@H](C1C=CC=CC=1)C)[C@@H:9]1[CH2:13][CH2:12][CH2:11][C@:10]1([CH2:18][CH3:19])[C:14]([O:16][CH3:17])=[O:15])C1C=CC=CC=1.C(O)=O. The catalyst is CO.[Pd]. The product is [NH2:8][C@@H:9]1[CH2:13][CH2:12][CH2:11][C@:10]1([CH2:18][CH3:19])[C:14]([O:16][CH3:17])=[O:15]. The yield is 0.210. (4) The reactants are [CH2:1]1[C:9]2[C:4](=[CH:5][CH:6]=[CH:7][CH:8]=2)[CH2:3][NH:2]1.[F:10][C:11]1[CH:16]=[CH:15][C:14]([C:17]2[O:18][C:19]3[CH:29]=[CH:28][C:27]([C:30]4[CH:31]=[C:32]([CH:36]=[CH:37][CH:38]=4)[C:33](O)=[O:34])=[CH:26][C:20]=3[C:21]=2[C:22](=[O:25])[NH:23][CH3:24])=[CH:13][CH:12]=1.CN(C(ON1N=NC2C=CC=NC1=2)=[N+](C)C)C.F[P-](F)(F)(F)(F)F.CCN(C(C)C)C(C)C. The catalyst is CN(C=O)C.CO. The product is [F:10][C:11]1[CH:16]=[CH:15][C:14]([C:17]2[O:18][C:19]3[CH:29]=[CH:28][C:27]([C:30]4[CH:38]=[CH:37][CH:36]=[C:32]([C:33]([N:2]5[CH2:3][C:4]6[C:9](=[CH:8][CH:7]=[CH:6][CH:5]=6)[CH2:1]5)=[O:34])[CH:31]=4)=[CH:26][C:20]=3[C:21]=2[C:22]([NH:23][CH3:24])=[O:25])=[CH:13][CH:12]=1. The yield is 0.680. (5) The reactants are [CH2:1]1[C:9]2[C:4](=[CH:5][CH:6]=[CH:7][CH:8]=2)[CH2:3][CH:2]1[C:10]([O:12][CH2:13][CH3:14])=[O:11].[Cl-].[Al+3].[Cl-].[Cl-].[C:19](Cl)(=[O:27])[CH2:20][CH2:21][CH2:22][CH2:23][CH2:24][CH2:25][CH3:26]. The catalyst is ClCCl. The product is [C:19]([C:6]1[CH:5]=[C:4]2[C:9](=[CH:8][CH:7]=1)[CH2:1][CH:2]([C:10]([O:12][CH2:13][CH3:14])=[O:11])[CH2:3]2)(=[O:27])[CH2:20][CH2:21][CH2:22][CH2:23][CH2:24][CH2:25][CH3:26]. The yield is 0.650. (6) The reactants are [Si:1]([O:8][CH2:9][CH2:10][CH2:11][C@@:12]1([C:29]2[CH:34]=[CH:33][CH:32]=[CH:31][CH:30]=2)[O:17][C:16](=[O:18])[N:15]([C@H:19]([C:21]2[CH:26]=[CH:25][C:24]([CH:27]=C)=[CH:23][CH:22]=2)[CH3:20])[CH2:14][CH2:13]1)([C:4]([CH3:7])([CH3:6])[CH3:5])([CH3:3])[CH3:2].[O:35]=[O+][O-].[BH4-].[Na+]. The catalyst is C(Cl)Cl. The product is [Si:1]([O:8][CH2:9][CH2:10][CH2:11][C@@:12]1([C:29]2[CH:34]=[CH:33][CH:32]=[CH:31][CH:30]=2)[O:17][C:16](=[O:18])[N:15]([C@H:19]([C:21]2[CH:26]=[CH:25][C:24]([CH2:27][OH:35])=[CH:23][CH:22]=2)[CH3:20])[CH2:14][CH2:13]1)([C:4]([CH3:6])([CH3:5])[CH3:7])([CH3:3])[CH3:2]. The yield is 0.250.